The task is: Predict which catalyst facilitates the given reaction.. This data is from Catalyst prediction with 721,799 reactions and 888 catalyst types from USPTO. Reactant: [C:1]([C:3]1[N:7]([CH:8]2[CH2:13][CH2:12][N:11]([C:14]([O:16][CH:17]([CH3:19])[CH3:18])=[O:15])[CH2:10][CH2:9]2)[N:6]=[CH:5][C:4]=1[CH2:20][OH:21])#[N:2].[F:22][C:23]1[CH:28]=[C:27]([C:29]2[N:33]([CH2:34][O:35][CH2:36][CH2:37][Si:38]([CH3:41])([CH3:40])[CH3:39])[N:32]=[N:31][N:30]=2)[CH:26]=[CH:25][C:24]=1O.[F:43][C:44]1[CH:49]=[C:48]([C:50]2[N:51]=[N:52][N:53]([CH2:55][O:56][CH2:57][CH2:58][Si:59]([CH3:62])([CH3:61])[CH3:60])[N:54]=2)[CH:47]=[CH:46][C:45]=1[OH:63].C1(P(C2C=CC=CC=2)C2C=CC=CC=2)C=CC=CC=1.N(C(OCC)=O)=NC(OCC)=O. Product: [C:1]([C:3]1[N:7]([CH:8]2[CH2:13][CH2:12][N:11]([C:14]([O:16][CH:17]([CH3:19])[CH3:18])=[O:15])[CH2:10][CH2:9]2)[N:6]=[CH:5][C:4]=1[CH2:20][O:21][C:24]1[CH:25]=[CH:26][C:27]([C:29]2[N:33]([CH2:34][O:35][CH2:36][CH2:37][Si:38]([CH3:40])([CH3:39])[CH3:41])[N:32]=[N:31][N:30]=2)=[CH:28][C:23]=1[F:22])#[N:2].[C:1]([C:3]1[N:7]([CH:8]2[CH2:9][CH2:10][N:11]([C:14]([O:16][CH:17]([CH3:18])[CH3:19])=[O:15])[CH2:12][CH2:13]2)[N:6]=[CH:5][C:4]=1[CH2:20][O:63][C:45]1[CH:46]=[CH:47][C:48]([C:50]2[N:51]=[N:52][N:53]([CH2:55][O:56][CH2:57][CH2:58][Si:59]([CH3:60])([CH3:62])[CH3:61])[N:54]=2)=[CH:49][C:44]=1[F:43])#[N:2]. The catalyst class is: 12.